Dataset: Reaction yield outcomes from USPTO patents with 853,638 reactions. Task: Predict the reaction yield, written as a fraction of the theoretical maximum amount of product (1.0 means a 100% yield; for example, 0.34 means a 34% yield). (1) The reactants are [CH3:1][C:2]([CH3:32])([CH3:31])[CH2:3][CH:4]([C:21]1[CH:30]=[CH:29][C:24]([C:25](OC)=[O:26])=[CH:23][CH:22]=1)[NH:5][C:6]1[CH:7]=[N:8][C:9]([N:12]2[CH:16]=[C:15]([C:17]([F:20])([F:19])[F:18])[N:14]=[CH:13]2)=[CH:10][CH:11]=1.[OH-].[Li+].Cl.F[P-](F)(F)(F)(F)F.N1(OC(N(C)C)=[N+](C)C)C2N=CC=CC=2N=N1.Cl.[NH2:61][CH2:62][CH2:63][C:64]([O:66]C)=[O:65].C(NC(C)C)(C)C.[Cl-].[NH4+]. The catalyst is O1CCCC1. The product is [CH3:31][C:2]([CH3:1])([CH3:32])[CH2:3][CH:4]([C:21]1[CH:22]=[CH:23][C:24]([C:25]([NH:61][CH2:62][CH2:63][C:64]([OH:66])=[O:65])=[O:26])=[CH:29][CH:30]=1)[NH:5][C:6]1[CH:7]=[N:8][C:9]([N:12]2[CH:16]=[C:15]([C:17]([F:18])([F:20])[F:19])[N:14]=[CH:13]2)=[CH:10][CH:11]=1. The yield is 0.410. (2) The reactants are [Br:1][C:2]1[CH:7]=[C:6]([C:8]([F:17])([C:13]([F:16])([F:15])[F:14])[C:9]([F:12])([F:11])[F:10])[CH:5]=[C:4]([C:18]([F:21])([F:20])[F:19])[C:3]=1[NH:22][C:23](=[O:34])[C:24]1[CH:29]=[CH:28][C:27]([C:30]#[N:31])=[C:26](F)[C:25]=1[F:33].C(=O)([O-])[O-].[NH4+:39].[NH4+].O.C(OCC)(=O)C. The catalyst is CS(C)=O. The product is [NH2:39][C:26]1[C:25]([F:33])=[C:24]([CH:29]=[CH:28][C:27]=1[C:30]#[N:31])[C:23]([NH:22][C:3]1[C:4]([C:18]([F:20])([F:21])[F:19])=[CH:5][C:6]([C:8]([F:17])([C:13]([F:15])([F:14])[F:16])[C:9]([F:10])([F:12])[F:11])=[CH:7][C:2]=1[Br:1])=[O:34]. The yield is 0.510. (3) The product is [O:14]1[CH2:15][CH2:16][CH2:17][CH2:18][CH:13]1[N:12]1[CH:11]=[N:10][N:9]=[C:8]1[C:5]1[CH:6]=[CH:7][C:2]([B:19]2[O:23][C:22]([CH3:25])([CH3:24])[C:21]([CH3:27])([CH3:26])[O:20]2)=[CH:3][CH:4]=1. The reactants are Br[C:2]1[CH:7]=[CH:6][C:5]([C:8]2[N:12]([CH:13]3[CH2:18][CH2:17][CH2:16][CH2:15][O:14]3)[CH:11]=[N:10][N:9]=2)=[CH:4][CH:3]=1.[B:19]1([B:19]2[O:23][C:22]([CH3:25])([CH3:24])[C:21]([CH3:27])([CH3:26])[O:20]2)[O:23][C:22]([CH3:25])([CH3:24])[C:21]([CH3:27])([CH3:26])[O:20]1.C([O-])(=O)C. The yield is 0.710. The catalyst is CN(C)C=O.C1C=CC(P(C2C=CC=CC=2)[C-]2C=CC=C2)=CC=1.C1C=CC(P(C2C=CC=CC=2)[C-]2C=CC=C2)=CC=1.Cl[Pd]Cl.[Fe+2]. (4) The reactants are [CH3:1][O:2][C:3]([C:5]1([C:8]2[CH:13]=[CH:12][C:11]([OH:14])=[CH:10][CH:9]=2)[CH2:7][CH2:6]1)=[O:4].[C:15]([O:19][C:20](=[O:23])[CH:21]=[CH2:22])([CH3:18])([CH3:17])[CH3:16]. No catalyst specified. The product is [CH3:1][O:2][C:3]([C:5]1([C:8]2[CH:9]=[CH:10][C:11]([O:14][CH2:22][CH2:21][C:20]([O:19][C:15]([CH3:18])([CH3:17])[CH3:16])=[O:23])=[CH:12][CH:13]=2)[CH2:6][CH2:7]1)=[O:4]. The yield is 0.540. (5) The reactants are Cl[C:2]1[N:7]=[CH:6][C:5]([CH:8]=[O:9])=[CH:4][N:3]=1.C[CH2:11][N:12](CC)[CH2:13]C.N(C)C.C1COCC1. The catalyst is O1CCOCC1. The product is [CH3:11][N:12]([CH3:13])[C:2]1[N:7]=[CH:6][C:5]([CH:8]=[O:9])=[CH:4][N:3]=1. The yield is 0.977. (6) The reactants are [N:1]1[C:10]2[CH2:9][CH2:8][CH2:7][CH2:6][C:5]=2[CH:4]=[CH:3][CH:2]=1.C([N-]C(C)C)(C)C.[Li+].N#N.C([Li])CCC.[N:26](OCCC(C)C)=[O:27]. The catalyst is CC(OC)(C)C.C(Cl)Cl.O. The product is [N:1]1[C:10]2[C:9](=[N:26][OH:27])[CH2:8][CH2:7][CH2:6][C:5]=2[CH:4]=[CH:3][CH:2]=1. The yield is 0.750. (7) The reactants are [O:1]=[C:2]1[C:7]([NH:8][CH:9]=[C:10]([C:16]([O:18][CH2:19][CH3:20])=[O:17])[C:11]([O:13][CH2:14][CH3:15])=[O:12])=[CH:6][CH:5]=[CH:4][NH:3]1.C(=O)([O-])[O-].[K+].[K+].[CH3:27][O:28][C:29]1[CH:36]=[CH:35][C:32]([CH2:33]Cl)=[CH:31][CH:30]=1. The catalyst is CN(C=O)C.O. The product is [CH3:27][O:28][C:29]1[CH:36]=[CH:35][C:32]([CH2:33][N:3]2[CH:4]=[CH:5][CH:6]=[C:7]([NH:8][CH:9]=[C:10]([C:16]([O:18][CH2:19][CH3:20])=[O:17])[C:11]([O:13][CH2:14][CH3:15])=[O:12])[C:2]2=[O:1])=[CH:31][CH:30]=1. The yield is 0.840.